This data is from Reaction yield outcomes from USPTO patents with 853,638 reactions. The task is: Predict the reaction yield, written as a fraction of the theoretical maximum amount of product (1.0 means a 100% yield; for example, 0.34 means a 34% yield). The reactants are [CH2:1]1[CH2:6][C@H:5]([C:7]([OH:9])=[O:8])[CH2:4][CH2:3][C@H:2]1[CH2:10][NH2:11].[C:12]([O:17][CH:18]([O:20][C:21](ON1C(=O)CCC1=O)=[O:22])[CH3:19])(=[O:16])[CH2:13][CH2:14][CH3:15]. The catalyst is CC(OC)(C)C.CC(C)=O.O. The product is [C:12]([O:17][CH:18]([O:20][C:21]([NH:11][CH2:10][C@H:2]1[CH2:3][CH2:4][C@H:5]([C:7]([OH:9])=[O:8])[CH2:6][CH2:1]1)=[O:22])[CH3:19])(=[O:16])[CH2:13][CH2:14][CH3:15]. The yield is 0.280.